From a dataset of Full USPTO retrosynthesis dataset with 1.9M reactions from patents (1976-2016). Predict the reactants needed to synthesize the given product. (1) Given the product [C:26]([Si:30]([C:38]1[CH:43]=[CH:42][CH:41]=[CH:40][CH:39]=1)([C:32]1[CH:33]=[CH:34][CH:35]=[CH:36][CH:37]=1)[O:15][CH2:14][CH:13]([C:10]1[CH:9]=[CH:8][C:7]([O:6][CH2:5][C:4]2[CH:17]=[CH:18][C:19]([Cl:20])=[C:2]([Cl:1])[CH:3]=2)=[CH:12][CH:11]=1)[OH:16])([CH3:29])([CH3:27])[CH3:28], predict the reactants needed to synthesize it. The reactants are: [Cl:1][C:2]1[CH:3]=[C:4]([CH:17]=[CH:18][C:19]=1[Cl:20])[CH2:5][O:6][C:7]1[CH:12]=[CH:11][C:10]([CH:13]([OH:16])[CH2:14][OH:15])=[CH:9][CH:8]=1.N1C=CN=C1.[C:26]([Si:30]([C:38]1[CH:43]=[CH:42][CH:41]=[CH:40][CH:39]=1)([C:32]1[CH:37]=[CH:36][CH:35]=[CH:34][CH:33]=1)Cl)([CH3:29])([CH3:28])[CH3:27]. (2) Given the product [F:11][C:8]1[CH:9]=[CH:10][C:5]2[N:6]([C:2]([N:16]3[CH2:17][CH2:18][C@H:14]([CH2:13][OH:12])[CH2:15]3)=[N:3][N:4]=2)[CH:7]=1, predict the reactants needed to synthesize it. The reactants are: Cl[C:2]1[N:6]2[CH:7]=[C:8]([F:11])[CH:9]=[CH:10][C:5]2=[N:4][N:3]=1.[OH:12][CH2:13][C@H:14]1[CH2:18][CH2:17][NH:16][CH2:15]1. (3) The reactants are: [CH3:1][CH:2]1[CH2:6][NH:5][C:4](=[O:7])[CH2:3]1.[F:8][C:9]([F:14])([F:13])[C:10]([OH:12])=[O:11]. Given the product [F:8][C:9]([F:14])([F:13])[C:10]([O-:12])=[O:11].[CH3:1][CH:2]1[CH2:6][NH2+:5][C:4](=[O:7])[CH2:3]1, predict the reactants needed to synthesize it. (4) Given the product [CH3:33][C@@H:29]([O:28][C:26]([NH:25][C:24]1[N:20]([C:17]2[CH:18]=[CH:19][C:14]([C:11]3[CH:10]=[CH:9][C:8]([C:5]4([C:3]([OH:4])=[O:2])[CH2:7][CH2:6]4)=[CH:13][CH:12]=3)=[CH:15][CH:16]=2)[N:21]=[N:22][C:23]=1[CH3:34])=[O:27])[CH:30]([CH3:31])[CH3:32], predict the reactants needed to synthesize it. The reactants are: C[O:2][C:3]([C:5]1([C:8]2[CH:13]=[CH:12][C:11]([C:14]3[CH:19]=[CH:18][C:17]([N:20]4[C:24]([NH:25][C:26]([O:28][C@H:29]([CH3:33])[CH:30]([CH3:32])[CH3:31])=[O:27])=[C:23]([CH3:34])[N:22]=[N:21]4)=[CH:16][CH:15]=3)=[CH:10][CH:9]=2)[CH2:7][CH2:6]1)=[O:4].C1COCC1.[Li+].[OH-].Cl.